Predict the reaction yield, written as a fraction of the theoretical maximum amount of product (1.0 means a 100% yield; for example, 0.34 means a 34% yield). From a dataset of Reaction yield outcomes from USPTO patents with 853,638 reactions. The reactants are [OH:1][CH2:2][C:3]1[CH:37]=[CH:36][C:6]([CH2:7][N:8]2[C:13](=[O:14])[C:12]([CH2:15][C:16]3[CH:21]=[CH:20][C:19]([C:22]4[C:23]([C:28]#[N:29])=[CH:24][CH:25]=[CH:26][CH:27]=4)=[CH:18][CH:17]=3)=[C:11]([CH2:30][CH2:31][CH3:32])[N:10]3[N:33]=[CH:34][N:35]=[C:9]23)=[CH:5][CH:4]=1. The catalyst is [O-2].[O-2].[Mn+4].C(Cl)Cl. The product is [CH:2]([C:3]1[CH:4]=[CH:5][C:6]([CH2:7][N:8]2[C:13](=[O:14])[C:12]([CH2:15][C:16]3[CH:21]=[CH:20][C:19]([C:22]4[C:23]([C:28]#[N:29])=[CH:24][CH:25]=[CH:26][CH:27]=4)=[CH:18][CH:17]=3)=[C:11]([CH2:30][CH2:31][CH3:32])[N:10]3[N:33]=[CH:34][N:35]=[C:9]23)=[CH:36][CH:37]=1)=[O:1]. The yield is 0.960.